Dataset: Catalyst prediction with 721,799 reactions and 888 catalyst types from USPTO. Task: Predict which catalyst facilitates the given reaction. (1) Reactant: [CH:1]([B-](F)(F)F)=[CH2:2].[K+].CO[C:10]1[CH:11]=[CH:12][CH:13]=[C:14]([O:35][CH3:36])[C:15]=1[C:16]1[CH:17]=[CH:18][CH:19]=[CH:20][C:21]=1P(C1CCCCC1)C1CCCCC1.[C:37]([O-:40])([O-])=O.[K+].[K+].[CH2:43](O)[CH2:44][CH3:45]. Product: [CH:20]([C:19]1[CH:18]=[CH:17][C:16]2[C:15]3[CH:10]=[C:11]4[CH2:43][CH2:44][CH2:45][C:37](=[O:40])[C:12]4=[CH:13][C:14]=3[O:35][CH2:36][C:2]=2[CH:1]=1)=[CH2:21]. The catalyst class is: 318. (2) Reactant: [O:1]1[CH:5]=[CH:4][CH:3]=[C:2]1[CH2:6][OH:7].C(N(CC)CC)C.[CH3:15][S:16](Cl)(=[O:18])=[O:17]. Product: [CH3:15][S:16]([O:7][CH2:6][C:2]1[O:1][CH:5]=[CH:4][CH:3]=1)(=[O:18])=[O:17]. The catalyst class is: 2.